From a dataset of Catalyst prediction with 721,799 reactions and 888 catalyst types from USPTO. Predict which catalyst facilitates the given reaction. (1) Reactant: [OH:1][C:2]1[CH:3]=[C:4]([C@H:8]([N:10]=[C:11]=[S:12])[CH3:9])[CH:5]=[CH:6][CH:7]=1.[OH:13][C:14]1[CH:25]=[CH:24][CH:23]=[CH:22][C:15]=1[CH2:16][C@@H:17]([C:19]([OH:21])=[O:20])[NH2:18].[Na].[OH-].Cl. Product: [OH:1][C:2]1[CH:3]=[C:4]([C@H:8]([NH:10][C:11](=[S:12])[NH:18][CH:17]([CH2:16][C:15]2[CH:22]=[CH:23][CH:24]=[CH:25][C:14]=2[OH:13])[C:19]([OH:21])=[O:20])[CH3:9])[CH:5]=[CH:6][CH:7]=1. The catalyst class is: 7. (2) Reactant: [NH2:1][CH2:2][C@@H:3]1[C@@H:11]([C@@:12]2([CH3:21])[CH2:17][CH2:16][C@H:15]([OH:18])[CH2:14][C@@H:13]2[CH2:19][OH:20])[CH2:10][CH2:9][C@@:8]2([CH3:22])[C@H:4]1[CH2:5][CH2:6][C:7]2=[CH2:23].C1CN([P+](ON2N=NC3C=CC=CC2=3)(N2CCCC2)N2CCCC2)CC1.F[P-](F)(F)(F)(F)F.[C:57](O)(=[O:67])[C:58]1[CH:66]=[CH:65][C:64]2[O:63][CH2:62][O:61][C:60]=2[CH:59]=1.CCN(C(C)C)C(C)C. Product: [OH:18][C@H:15]1[CH2:16][CH2:17][C@@:12]([C@H:11]2[CH2:10][CH2:9][C@@:8]3([CH3:22])[C@@H:4]([CH2:5][CH2:6][C:7]3=[CH2:23])[C@@H:3]2[CH2:2][NH:1][C:57]([C:58]2[CH:66]=[CH:65][C:64]3[O:63][CH2:62][O:61][C:60]=3[CH:59]=2)=[O:67])([CH3:21])[C@@H:13]([CH2:19][OH:20])[CH2:14]1. The catalyst class is: 329. (3) Reactant: CON(C)[C:4](=[O:17])[CH2:5][C:6]1[C:15]2[C:10](=[CH:11][CH:12]=[CH:13][CH:14]=2)[CH:9]=[CH:8][C:7]=1[CH3:16].[CH2:19]1COCC1. Product: [CH3:16][C:7]1[CH:8]=[CH:9][C:10]2[C:15](=[CH:14][CH:13]=[CH:12][CH:11]=2)[C:6]=1[CH2:5][C:4](=[O:17])[CH3:19]. The catalyst class is: 6. (4) The catalyst class is: 647. Reactant: Cl[C:2]1[N:3]=[N:4][CH:5]=[C:6](Cl)[C:7]=1[Cl:8].[C:10]1([CH:16]2[CH2:21][CH2:20][NH:19][CH2:18][CH2:17]2)[CH:15]=[CH:14][CH:13]=[CH:12][CH:11]=1.C(=O)([O-])[O-].[K+].[K+].[NH2:28][NH2:29].[CH:30]1([CH2:33][C:34](Cl)=[O:35])[CH2:32][CH2:31]1.C1(CC(O)=O)CC1.S(Cl)(Cl)=O. Product: [Cl:8][C:7]1[C:6]([N:19]2[CH2:18][CH2:17][CH:16]([C:10]3[CH:15]=[CH:14][CH:13]=[CH:12][CH:11]=3)[CH2:21][CH2:20]2)=[CH:5][N:4]=[N:3][C:2]=1[NH:28][NH:29][C:34](=[O:35])[CH2:33][CH:30]1[CH2:32][CH2:31]1. (5) Reactant: [N:1]1[CH2:2][CH2:3][N:4]2[C:13]=1[C:12]1[CH:11]=[CH:10][CH:9]=[CH:8][C:7]=1[N:6]=[C:5]2[NH:14][C:15](=[O:22])[C:16]1[CH:21]=[CH:20][CH:19]=[N:18][CH:17]=1.[ClH:23].O1CCOCC1. Product: [ClH:23].[N:1]1[CH2:2][CH2:3][N:4]2[C:13]=1[C:12]1[CH:11]=[CH:10][CH:9]=[CH:8][C:7]=1[N:6]=[C:5]2[NH:14][C:15](=[O:22])[C:16]1[CH:21]=[CH:20][CH:19]=[N:18][CH:17]=1. The catalyst class is: 7.